Dataset: Reaction yield outcomes from USPTO patents with 853,638 reactions. Task: Predict the reaction yield, written as a fraction of the theoretical maximum amount of product (1.0 means a 100% yield; for example, 0.34 means a 34% yield). (1) The reactants are C([O:5][C:6]([C@@H:8]1[O:12][C:11](=[O:13])[N:10]([C:14]2[CH:19]=[CH:18][C:17]([C:20]3[S:21][CH2:22][C:23](=[O:26])[NH:24][N:25]=3)=[C:16]([F:27])[CH:15]=2)[CH2:9]1)=O)CCC.[NH3:28]. The catalyst is CO. The product is [F:27][C:16]1[CH:15]=[C:14]([N:10]2[CH2:9][C@H:8]([C:6]([NH2:28])=[O:5])[O:12][C:11]2=[O:13])[CH:19]=[CH:18][C:17]=1[C:20]1[S:21][CH2:22][C:23](=[O:26])[NH:24][N:25]=1. The yield is 0.870. (2) The reactants are [C:1]1([C@@H:7]([CH3:11])[C:8](Cl)=[O:9])[CH:6]=[CH:5][CH:4]=[CH:3][CH:2]=1.C1([C@@H](C)C(O)=O)C=CC=CC=1.[C:23]([N:26]1[N:30]=[C:29]([NH2:31])[S:28][C:27]1([CH2:38][CH2:39][NH:40][S:41]([CH3:44])(=[O:43])=[O:42])[C:32]1[CH:37]=[CH:36][CH:35]=[CH:34][CH:33]=1)(=[O:25])[CH3:24].N1C=CC=CC=1. The catalyst is S(Cl)(Cl)=O. The product is [C:23]([N:26]1[C:27]([CH2:38][CH2:39][NH:40][S:41]([CH3:44])(=[O:42])=[O:43])([C:32]2[CH:37]=[CH:36][CH:35]=[CH:34][CH:33]=2)[S:28][C:29]([NH:31][C:8](=[O:9])[CH:7]([C:1]2[CH:6]=[CH:5][CH:4]=[CH:3][CH:2]=2)[CH3:11])=[N:30]1)(=[O:25])[CH3:24]. The yield is 0.120. (3) The reactants are [CH2:1]([O:5][C:6]1[C:15]2[C:10](=[CH:11][C:12]([F:16])=[CH:13][CH:14]=2)[C:9](=[O:17])[N:8]([CH2:18][C:19]([CH3:22])([CH3:21])[CH3:20])[C:7]=1[C:23](O)=[O:24])[CH2:2][CH2:3][CH3:4].C(Cl)(=O)C(Cl)=O.[BH4-].[Na+].Cl. The catalyst is O1CCCC1.CN(C)C=O.C(COC)OC. The product is [CH2:1]([O:5][C:6]1[C:15]2[C:10](=[CH:11][C:12]([F:16])=[CH:13][CH:14]=2)[C:9](=[O:17])[N:8]([CH2:18][C:19]([CH3:22])([CH3:21])[CH3:20])[C:7]=1[CH2:23][OH:24])[CH2:2][CH2:3][CH3:4]. The yield is 0.884. (4) The reactants are [O:1]=[C:2]1[NH:7][CH2:6][C@@H:5]([NH:8]C(OC(C)(C)C)=O)[CH2:4][CH2:3]1.C([Cl:19])(=O)C.C1(N)C(F)=C(F)C(F)=C(N)C=1F.Cl.Cl. The catalyst is C(O)C. The product is [ClH:19].[NH2:8][C@@H:5]1[CH2:6][NH:7][C:2](=[O:1])[CH2:3][CH2:4]1. The yield is 0.990. (5) The reactants are [C:1]([N:8]1[C@@H:13]([CH3:14])[CH2:12][CH2:11][CH2:10][CH2:9]1)([O:3][C:4]([CH3:7])([CH3:6])[CH3:5])=[O:2].I([O-])(=O)(=O)=[O:16].[Na+]. The catalyst is C(OCC)(=O)C.O.O.[Ru](=O)=O. The product is [C:1]([N:8]1[C@@H:13]([CH3:14])[CH2:12][CH2:11][CH2:10][C:9]1=[O:16])([O:3][C:4]([CH3:7])([CH3:6])[CH3:5])=[O:2]. The yield is 0.590. (6) The reactants are [Cl:1][C:2]1[N:7]=[C:6]([NH:8][CH2:9][CH3:10])[C:5]([NH2:11])=[CH:4][N:3]=1.[N:12]1[CH:17]=[CH:16][C:15]([CH:18]=O)=[CH:14][CH:13]=1. The catalyst is CC(O)=O.CC(N(C)C)=O. The product is [Cl:1][C:2]1[N:7]=[C:6]2[C:5]([N:11]=[C:18]([C:15]3[CH:16]=[CH:17][N:12]=[CH:13][CH:14]=3)[N:8]2[CH2:9][CH3:10])=[CH:4][N:3]=1. The yield is 0.150. (7) The product is [Cl:36][C:37]1[CH:42]=[CH:41][C:40]([C:43]2[CH2:48][CH2:47][N:46]([CH2:2][C:3]3[CH:12]=[N:11][C:10]4[N:9]5[CH2:13][CH2:14][S:15][CH2:16][CH:8]5[C:7](=[O:17])[NH:6][C:5]=4[CH:4]=3)[CH2:45][CH:44]=2)=[CH:39][CH:38]=1. The yield is 0.190. The catalyst is C(#N)CC.O. The reactants are O[CH2:2][C:3]1[CH:12]=[N:11][C:10]2[N:9]3[CH2:13][CH2:14][S:15][CH2:16][CH:8]3[C:7](=[O:17])[NH:6][C:5]=2[CH:4]=1.[I-].C(C[P+](C)(C)C)#N.C(N(C(C)C)C(C)C)C.Cl.[Cl:36][C:37]1[CH:42]=[CH:41][C:40]([C:43]2[CH2:44][CH2:45][NH:46][CH2:47][CH:48]=2)=[CH:39][CH:38]=1.